From a dataset of Reaction yield outcomes from USPTO patents with 853,638 reactions. Predict the reaction yield, written as a fraction of the theoretical maximum amount of product (1.0 means a 100% yield; for example, 0.34 means a 34% yield). (1) The reactants are [NH2:1][C:2]([C:7]1[CH:8]=[N:9][C:10]2[C:15]([CH:16]=1)=[CH:14][CH:13]=[C:12]([O:17][CH2:18][CH2:19][CH2:20][CH2:21][CH2:22][CH2:23][CH3:24])[CH:11]=2)([CH3:6])[C:3](O)=[O:4].[H-].[H-].[H-].[H-].[Li+].[Al+3].O.CC(=O)OCC. The catalyst is C1COCC1. The product is [NH2:1][C:2]([C:7]1[CH:8]=[N:9][C:10]2[C:15]([CH:16]=1)=[CH:14][CH:13]=[C:12]([O:17][CH2:18][CH2:19][CH2:20][CH2:21][CH2:22][CH2:23][CH3:24])[CH:11]=2)([CH3:6])[CH2:3][OH:4]. The yield is 0.350. (2) The reactants are P(Cl)(Cl)([Cl:3])=O.[CH3:6][N:7]([CH3:10])C=O.[F:11][CH:12]([F:20])[C:13]1[CH:17]=[C:16]([OH:18])N(C)[N:14]=1. The catalyst is O. The product is [Cl:3][C:10]1[N:7]([CH3:6])[N:14]=[C:13]([CH:12]([F:20])[F:11])[C:17]=1[CH:16]=[O:18]. The yield is 0.733. (3) The reactants are [CH3:1][C:2]([CH3:15])([CH3:14])[C:3]#[C:4]B(OC(C)C)OC(C)C.Br[C:17]1[C:26]2[C:21](=[CH:22][CH:23]=[CH:24][CH:25]=2)[C:20]([C:27]([NH:29][S:30]([C:33]2[CH:38]=[CH:37][CH:36]=[CH:35][C:34]=2[S:39](=[O:42])(=[O:41])[NH2:40])(=[O:32])=[O:31])=[O:28])=[CH:19][CH:18]=1.C(=O)([O-])[O-].[K+].[K+].O. The catalyst is O1CCCC1.C1C=CC(P(C2C=CC=CC=2)[C-]2C=CC=C2)=CC=1.C1C=CC(P(C2C=CC=CC=2)[C-]2C=CC=C2)=CC=1.Cl[Pd]Cl.[Fe+2]. The product is [CH3:15][C:2]([CH3:1])([CH3:14])[C:3]#[C:4][C:17]1[C:26]2[C:21](=[CH:22][CH:23]=[CH:24][CH:25]=2)[C:20]([C:27]([NH:29][S:30]([C:33]2[CH:38]=[CH:37][CH:36]=[CH:35][C:34]=2[S:39](=[O:41])(=[O:42])[NH2:40])(=[O:31])=[O:32])=[O:28])=[CH:19][CH:18]=1. The yield is 0.0900. (4) The reactants are [CH3:1][S:2]([C:5]1[CH:10]=[CH:9][C:8]([N+:11]([O-])=O)=[CH:7][CH:6]=1)(=[O:4])=[O:3]. The catalyst is CO.[Pd]. The product is [CH3:1][S:2]([C:5]1[CH:10]=[CH:9][C:8]([NH2:11])=[CH:7][CH:6]=1)(=[O:3])=[O:4]. The yield is 0.650. (5) The reactants are C(OC([N:8]1[CH2:13][CH2:12][CH2:11][C@H:10]([C:14](=[O:23])[NH:15][C:16]2[CH:21]=[CH:20][C:19]([F:22])=[CH:18][CH:17]=2)[CH2:9]1)=O)(C)(C)C.[ClH:24]. The catalyst is ClCCl. The product is [ClH:24].[F:22][C:19]1[CH:18]=[CH:17][C:16]([NH:15][C:14]([C@H:10]2[CH2:11][CH2:12][CH2:13][NH:8][CH2:9]2)=[O:23])=[CH:21][CH:20]=1. The yield is 0.920.